Dataset: NCI-60 drug combinations with 297,098 pairs across 59 cell lines. Task: Regression. Given two drug SMILES strings and cell line genomic features, predict the synergy score measuring deviation from expected non-interaction effect. (1) Synergy scores: CSS=8.10, Synergy_ZIP=-3.69, Synergy_Bliss=0.339, Synergy_Loewe=0.773, Synergy_HSA=1.43. Drug 1: C1CN1P(=S)(N2CC2)N3CC3. Drug 2: CS(=O)(=O)OCCCCOS(=O)(=O)C. Cell line: PC-3. (2) Drug 1: CN(C)N=NC1=C(NC=N1)C(=O)N. Drug 2: C1=NC2=C(N=C(N=C2N1C3C(C(C(O3)CO)O)O)F)N. Cell line: U251. Synergy scores: CSS=6.90, Synergy_ZIP=-2.20, Synergy_Bliss=2.44, Synergy_Loewe=-0.415, Synergy_HSA=2.09. (3) Drug 1: CC(CN1CC(=O)NC(=O)C1)N2CC(=O)NC(=O)C2. Drug 2: C1C(C(OC1N2C=C(C(=O)NC2=O)F)CO)O. Cell line: RXF 393. Synergy scores: CSS=37.7, Synergy_ZIP=-5.10, Synergy_Bliss=3.99, Synergy_Loewe=4.71, Synergy_HSA=7.22. (4) Drug 1: CC1C(C(CC(O1)OC2CC(OC(C2O)C)OC3=CC4=CC5=C(C(=O)C(C(C5)C(C(=O)C(C(C)O)O)OC)OC6CC(C(C(O6)C)O)OC7CC(C(C(O7)C)O)OC8CC(C(C(O8)C)O)(C)O)C(=C4C(=C3C)O)O)O)O. Synergy scores: CSS=36.6, Synergy_ZIP=-0.955, Synergy_Bliss=-0.614, Synergy_Loewe=-8.01, Synergy_HSA=1.41. Drug 2: CC1=C(N=C(N=C1N)C(CC(=O)N)NCC(C(=O)N)N)C(=O)NC(C(C2=CN=CN2)OC3C(C(C(C(O3)CO)O)O)OC4C(C(C(C(O4)CO)O)OC(=O)N)O)C(=O)NC(C)C(C(C)C(=O)NC(C(C)O)C(=O)NCCC5=NC(=CS5)C6=NC(=CS6)C(=O)NCCC[S+](C)C)O. Cell line: NCI/ADR-RES. (5) Drug 1: CC1=C2C(C(=O)C3(C(CC4C(C3C(C(C2(C)C)(CC1OC(=O)C(C(C5=CC=CC=C5)NC(=O)OC(C)(C)C)O)O)OC(=O)C6=CC=CC=C6)(CO4)OC(=O)C)O)C)O. Drug 2: CC1CCCC2(C(O2)CC(NC(=O)CC(C(C(=O)C(C1O)C)(C)C)O)C(=CC3=CSC(=N3)C)C)C. Cell line: NCI-H322M. Synergy scores: CSS=44.7, Synergy_ZIP=3.41, Synergy_Bliss=2.42, Synergy_Loewe=10.5, Synergy_HSA=8.30. (6) Drug 1: CC1=C(C(CCC1)(C)C)C=CC(=CC=CC(=CC(=O)O)C)C. Drug 2: C1CC(C1)(C(=O)O)C(=O)O.[NH2-].[NH2-].[Pt+2]. Cell line: HOP-62. Synergy scores: CSS=4.96, Synergy_ZIP=-0.549, Synergy_Bliss=1.17, Synergy_Loewe=-5.90, Synergy_HSA=-2.81. (7) Drug 1: CC=C1C(=O)NC(C(=O)OC2CC(=O)NC(C(=O)NC(CSSCCC=C2)C(=O)N1)C(C)C)C(C)C. Drug 2: CC1C(C(CC(O1)OC2CC(OC(C2O)C)OC3=CC4=CC5=C(C(=O)C(C(C5)C(C(=O)C(C(C)O)O)OC)OC6CC(C(C(O6)C)O)OC7CC(C(C(O7)C)O)OC8CC(C(C(O8)C)O)(C)O)C(=C4C(=C3C)O)O)O)O. Cell line: ACHN. Synergy scores: CSS=62.7, Synergy_ZIP=-2.62, Synergy_Bliss=-2.88, Synergy_Loewe=-11.9, Synergy_HSA=-2.01.